Dataset: Forward reaction prediction with 1.9M reactions from USPTO patents (1976-2016). Task: Predict the product of the given reaction. (1) Given the reactants C([Li])CCC.C(NC(C)C)(C)C.C([N-]C(C)C)(C)C.[Li+].C([N:28]1[C:36]2[C:31](=[CH:32][CH:33]=[CH:34][CH:35]=2)[CH:30]=[CH:29]1)(OC(C)(C)C)=O.C[Si](C)(Cl)Cl, predict the reaction product. The product is: [NH:28]1[C:36]2[C:31](=[CH:32][CH:33]=[CH:34][CH:35]=2)[CH:30]=[CH:29]1. (2) Given the reactants [Cl:1][C:2]1[CH:12]=[CH:11][C:10]([C:13]2[CH:22]=[CH:21][C:20]3[C:15](=[CH:16][CH:17]=[C:18]([OH:23])[CH:19]=3)[CH:14]=2)=[CH:9][C:3]=1[C:4]([O:6][CH2:7][CH3:8])=[O:5].C(=O)([O-])[O-].[Cs+].[Cs+].Cl[CH2:31][C:32]1[C:33]([C:40]2[C:45]([Cl:46])=[CH:44][CH:43]=[CH:42][C:41]=2[Cl:47])=[N:34][O:35][C:36]=1[CH:37]([CH3:39])[CH3:38].C(OCC)(=O)C, predict the reaction product. The product is: [Cl:1][C:2]1[CH:12]=[CH:11][C:10]([C:13]2[CH:22]=[CH:21][C:20]3[C:15](=[CH:16][CH:17]=[C:18]([O:23][CH2:31][C:32]4[C:33]([C:40]5[C:41]([Cl:47])=[CH:42][CH:43]=[CH:44][C:45]=5[Cl:46])=[N:34][O:35][C:36]=4[CH:37]([CH3:39])[CH3:38])[CH:19]=3)[CH:14]=2)=[CH:9][C:3]=1[C:4]([O:6][CH2:7][CH3:8])=[O:5].